From a dataset of Full USPTO retrosynthesis dataset with 1.9M reactions from patents (1976-2016). Predict the reactants needed to synthesize the given product. (1) Given the product [CH3:1][O:2][C:3]1[CH:4]=[CH:5][C:6]([C:14]2[C:15]([CH3:21])([CH3:20])[C:16](=[O:17])[NH:25][N:24]=2)=[C:7]2[C:12]=1[N:11]=[C:10]([CH3:13])[CH:9]=[CH:8]2, predict the reactants needed to synthesize it. The reactants are: [CH3:1][O:2][C:3]1[CH:4]=[CH:5][C:6]([C:14](=O)[C:15]([CH3:21])([CH3:20])[C:16](OC)=[O:17])=[C:7]2[C:12]=1[N:11]=[C:10]([CH3:13])[CH:9]=[CH:8]2.O.[NH2:24][NH2:25]. (2) Given the product [N:37]1[CH:38]=[CH:39][C:34]([C:2]2[C:3]3[S:25][CH:24]=[CH:23][C:4]=3[N:5]=[C:6]([C:8]3[CH:13]=[CH:12][CH:11]=[C:10]([O:14][SiH2:15][C:16]([CH3:22])([CH3:21])[C:17]([CH3:20])([CH3:19])[CH3:18])[CH:9]=3)[N:7]=2)=[CH:35][CH:36]=1, predict the reactants needed to synthesize it. The reactants are: Br[C:2]1[C:3]2[S:25][CH:24]=[CH:23][C:4]=2[N:5]=[C:6]([C:8]2[CH:13]=[CH:12][CH:11]=[C:10]([O:14][SiH2:15][C:16]([CH3:22])([CH3:21])[C:17]([CH3:20])([CH3:19])[CH3:18])[CH:9]=2)[N:7]=1.CC1(C)C(C)(C)OB([C:34]2[CH:39]=[CH:38][N:37]=[CH:36][CH:35]=2)O1.C(=O)([O-])[O-].[Na+].[Na+].C1(C)C=CC=CC=1. (3) The reactants are: [F:1][C:2]1[CH:35]=[CH:34][C:5]([CH2:6][N:7]2[C:19](=[O:20])[C:18]3[C:17]([O:21][Si:22]([CH:29]([CH3:31])[CH3:30])([CH:26]([CH3:28])[CH3:27])[CH:23]([CH3:25])[CH3:24])=[C:16]4[C:11]([CH:12]=[CH:13][CH:14]=[N:15]4)=[C:10]([NH2:32])[C:9]=3[C:8]2=[O:33])=[CH:4][CH:3]=1.C(N(CC)CC)C.[CH3:43][S:44]([Cl:47])(=[O:46])=[O:45].[NH4+].[Cl-]. Given the product [CH3:43][S:44]([Cl:47])(=[O:46])=[O:45].[F:1][C:2]1[CH:3]=[CH:4][C:5]([CH2:6][N:7]2[C:19](=[O:20])[C:18]3[C:17]([O:21][Si:22]([CH:29]([CH3:31])[CH3:30])([CH:26]([CH3:27])[CH3:28])[CH:23]([CH3:25])[CH3:24])=[C:16]4[C:11]([CH:12]=[CH:13][CH:14]=[N:15]4)=[C:10]([N:32]([S:44]([CH3:43])(=[O:46])=[O:45])[S:44]([CH3:43])(=[O:46])=[O:45])[C:9]=3[C:8]2=[O:33])=[CH:34][CH:35]=1, predict the reactants needed to synthesize it. (4) Given the product [CH2:12]([O:11][C:9]([C:8]1[C:7]2[C:2](=[N:3][CH:4]=[CH:5][CH:6]=2)[S:23][C:22]=1[NH:21][C:18]1[CH:19]=[CH:20][C:15]([I:14])=[CH:16][CH:17]=1)=[O:10])[CH3:13], predict the reactants needed to synthesize it. The reactants are: Cl[C:2]1[C:7]([CH2:8][C:9]([O:11][CH2:12][CH3:13])=[O:10])=[CH:6][CH:5]=[CH:4][N:3]=1.[I:14][C:15]1[CH:20]=[CH:19][C:18]([N:21]=[C:22]=[S:23])=[CH:17][CH:16]=1. (5) Given the product [CH2:33]([N:30]1[C:25]2=[N:26][C:27]([CH2:28][CH3:29])=[C:22]([CH2:21][NH:20][C:18]([C:14]3[CH:15]=[CH:16][CH:17]=[C:12]([C:10]([NH:9][CH2:8][C:4]4[CH:3]=[C:2]([C:48]5[CH:47]=[CH:46][CH:45]=[C:44]([CH:42]=[O:43])[CH:49]=5)[CH:7]=[CH:6][CH:5]=4)=[O:11])[N:13]=3)=[O:19])[C:23]([NH:35][CH:36]3[CH2:41][CH2:40][O:39][CH2:38][CH2:37]3)=[C:24]2[CH:32]=[N:31]1)[CH3:34], predict the reactants needed to synthesize it. The reactants are: Br[C:2]1[CH:3]=[C:4]([CH2:8][NH:9][C:10]([C:12]2[CH:17]=[CH:16][CH:15]=[C:14]([C:18]([NH:20][CH2:21][C:22]3[C:23]([NH:35][CH:36]4[CH2:41][CH2:40][O:39][CH2:38][CH2:37]4)=[C:24]4[CH:32]=[N:31][N:30]([CH2:33][CH3:34])[C:25]4=[N:26][C:27]=3[CH2:28][CH3:29])=[O:19])[N:13]=2)=[O:11])[CH:5]=[CH:6][CH:7]=1.[CH:42]([C:44]1[CH:45]=[C:46](B(O)O)[CH:47]=[CH:48][CH:49]=1)=[O:43].C([O-])([O-])=O.[Na+].[Na+].